This data is from Experimentally validated miRNA-target interactions with 360,000+ pairs, plus equal number of negative samples. The task is: Binary Classification. Given a miRNA mature sequence and a target amino acid sequence, predict their likelihood of interaction. (1) The miRNA is hsa-miR-4659b-3p with sequence UUUCUUCUUAGACAUGGCAGCU. The protein sequence of the target gene is MAGRKLALKTIDWVAFAEIIPQNQKAIASSLKSWNETLTSRLAALPENPPAIDWAYYKANVAKAGLVDDFEKKFNALKVPVPEDKYTAQVDAEEKEDVKSCAEWVSLSKARIVEYEKEMEKMKNLIPFDQMTIEDLNEAFPETKLDKKKYPYWPHQPIENL. Result: 0 (no interaction). (2) Result: 0 (no interaction). The miRNA is hsa-miR-548x-3p with sequence UAAAAACUGCAAUUACUUUC. The protein sequence of the target gene is MATPYVPVPMPIGNSASSFTNNRNQRSSSFGSVSTSSTSSKGQLEDSAVGSLKQTNVQDQMDSASSMCGSPLIRTKFTGTDSSIEYSARPREAEEQHPEAVNWEDRPSTPTILGYEVMEERAKFTVYKILVKKSPEESWVVFRRYTDFSRLNDKLKEMFPGFRLALPPKRWFKDNYNAEFLEDRQLGLQAFLQNLVAHKDIANCLAVREFLCLDDPPGPFDSLEESRAFCETLEETNYHLQRELLEKQKEVESLKKLLGEKQLHIDALETRIRTLSLEPGASLYVSRAEGGQILRVEPSV.... (3) The miRNA is hsa-miR-8079 with sequence CAGUGAUCGUCUCUGCUGGC. The protein sequence of the target gene is MGSQTLQILRQGVWAALSGGWYYDPHQATFVNALHLYLWLFLLGLPFTLYMALPSSMIIVAVYCPVVAAVFIILKMVNYRLHRALDAGEIVDRSAKEFTDQRAKAEQGNCSTRRKDSNGPSDPGGGIEMSEFIREATPPVGCSSRNSYAGLDPSNQIGSGSSRLGTAATIKGDTDTAKTSDDISLSLGQSSSLCKEGSEEQDLATDRKLFRLVSNDSFISIQPSLSSCGQDLPRDFSDKVSLPSHSQHHRVDQSLCSACDTEVASLVPLHSHSYRKEHRPRGVPRTSSSAVAFPDASLSG.... Result: 0 (no interaction). (4) The miRNA is hsa-miR-6069 with sequence GGGCUAGGGCCUGCUGCCCCC. The protein sequence of the target gene is MEARSMLVPPQASVCFEDVAMAFTQEEWEQLDLAQRTLYREVTLETWEHIVSLGLFLSKSDVISQLEQEEDLCRAEQEAPRDWKATLEENRLNSEKDRAREELSHHVEVYRSGPEEPPSLVLGKVQDQSNQLREHQENSLRFMVLTSERLFAQREHCELELGGGYSLPSTLSLLPTTLPTSTGFPKPNSQVKELKQNSAFINHEKNGADGKHCESHQCARAFCQSIYLSKLGNVETGKKNPYEYIVSGDSLNYGSSLCFHGRTFSVKKSDDCKDYGNLFSHSVSLNEQKPVHFGKSQYEC.... Result: 0 (no interaction). (5) The miRNA is hsa-let-7f-1-3p with sequence CUAUACAAUCUAUUGCCUUCCC. The protein sequence of the target gene is MATTATPATNQGWPEDFGFRLGGSGPCFVLEVAKGSSAHAGGLRPGDQILEVEGLAVGGLSRERLVRLARRCPRVPPSLGVLPAPDGGPGPGSGPAAPTTVLRAPRCGRGLALGRELLRLAGRKRPDAVHRERRRKAQEFSRKVDEILGDQPTAKEQVFAALKQFAAEQRVDDLVWTLTLALPREACGPLLDNLRIFIPKKHRARFDEVVSQGLLGKLCRARRAQGAQRLRRSRSEERPERLLVSTRASAPPRRPDEPPPRRASLLVGGLAGPGGARRTVRVYKGNKSFGFTLRGHGPVW.... Result: 0 (no interaction). (6) The miRNA is hsa-miR-520a-3p with sequence AAAGUGCUUCCCUUUGGACUGU. The protein sequence of the target gene is MAEEPEPDLGVAEGSEDQALEMPSWKAPEDIDPQPGSYEIRHYGPAKWVSTCVESLDWDSAIQTGFTKLNGYIQGKNEKEMKIKLTAPVTSYVEPGSSPFSESTITISLYIPSEQQPDPPRPSESDVFIEDRAEMTVFVRSFDGFSSGQKNQEQLLTLANILREEGKVFNEKVFYTAGYSSPFQLLDRNNEVWLIQKNEPSVENK. Result: 0 (no interaction). (7) The miRNA is hsa-miR-193b-3p with sequence AACUGGCCCUCAAAGUCCCGCU. The protein sequence of the target gene is MSGKANASKKNAQQLKRNPKRKKDNEEVVLSENKVRNTVKKNKNHLKDLSSEGQTKHTNLKHGKTAASKRKTWQPLSKSTRDHLQTMMESVIMTILSNSIKEKEEIQYHLNFLKKRLLQQCETLKVPPKKMEDLTNVSSLLNMERARDKANEEGLALLQEEIDKMVETTELMTGNIQSLKNKIQILASEVEEEEERVKQMHQINSSGVLSLPELSQKTLKAPTLQKEILALIPNQNALLKDLDILHNSSQMKSMSTFIEEAYKKLDAS. Result: 1 (interaction). (8) The miRNA is mmu-miR-216a-5p with sequence UAAUCUCAGCUGGCAACUGUGA. The protein sequence of the target gene is MVRARHQPGGLCLLLLLLCQFMEDRSAQAGNCWLRQAKNGRCQVLYKTELSKEECCSTGRLSTSWTEEDVNDNTLFKWMIFNGGAPNCIPCKETCENVDCGPGKKCRMNKKNKPRCVCAPDCSNITWKGPVCGLDGKTYRNECALLKARCKEQPELEVQYQGRCKKTCRDVFCPGSSTCVVDQTNNAYCVTCNRICPEPASSEQYLCGNDGVTYSSACHLRKATCLLGRSIGLAYEGKCIKAKSCEDIQCTGGKKCLWDFKVGRGRCSLCDELCPDSKSDEPVCASDNATYASECAMKEA.... Result: 0 (no interaction). (9) The miRNA is mmu-miR-7033-5p with sequence UCUCCAGGAGUCUGAGGGGCAGG. The protein sequence of the target gene is MAAAAVVVPAEWIKNWEKSGRGEFLHLCRILSENKSHDSSTYRDFQQALYELSYHVIKGNLKHEQASSVLNDISEFREDMPSILADVFCILDIETNCLEEKSKRDYFTQLVLACLYLVSDTVLKERLDPETLESLGLIKQSQQFNQKSVKIKTKLFYKQQKFNLLREENEGYAKLIAELGQDLSGNITSDLILENIKSLIGCFNLDPNRVLDVILEVFECRPEHDDFFISLLESYMSMCEPQTLCHILGFKFKFYQEPSGETPSSLYRVAAVLLQFNLIDLDDLYVHLLPADNCIMDEYK.... Result: 0 (no interaction).